Dataset: Full USPTO retrosynthesis dataset with 1.9M reactions from patents (1976-2016). Task: Predict the reactants needed to synthesize the given product. (1) Given the product [CH3:1][O:2][C:3]([C:5]1[N:6]=[C:7]([C@H:10]([NH:12][C:13]([O:15][C:16]([CH3:17])([CH3:19])[CH3:18])=[O:14])[CH3:11])[O:8][CH:9]=1)=[O:4], predict the reactants needed to synthesize it. The reactants are: [CH3:1][O:2][C:3]([CH:5]1[CH2:9][O:8][C:7]([C@H:10]([NH:12][C:13]([O:15][C:16]([CH3:19])([CH3:18])[CH3:17])=[O:14])[CH3:11])=[N:6]1)=[O:4].C1CCN2C(=NCCC2)CC1.BrC(Cl)(Cl)Cl. (2) Given the product [CH:23]1([C@@H:19]([NH:18][CH2:17][C:16]2[CH:15]=[CH:14][N:13]=[C:12]3[N:8]([C:6]([O:5][C:1]([CH3:3])([CH3:2])[CH3:4])=[O:7])[CH:9]=[C:10]([C:28]([O:30][CH3:31])=[O:29])[C:11]=23)[C:20]([NH:46][CH:41]2[CH2:42][CH2:43][CH2:44][CH2:45]2)=[O:21])[CH2:27][CH2:26][CH2:25][CH2:24]1, predict the reactants needed to synthesize it. The reactants are: [C:1]([O:5][C:6]([N:8]1[C:12]2=[N:13][CH:14]=[CH:15][C:16]([CH2:17][NH:18][C@H:19]([CH:23]3[CH2:27][CH2:26][CH2:25][CH2:24]3)[C:20](O)=[O:21])=[C:11]2[C:10]([C:28]([O:30][CH3:31])=[O:29])=[CH:9]1)=[O:7])([CH3:4])([CH3:3])[CH3:2].CN(C(ON1N=N[C:42]2[CH:43]=[CH:44][CH:45]=[N:46][C:41]1=2)=[N+](C)C)C.F[P-](F)(F)(F)(F)F.C1(N)CCCC1.CN1CCOCC1. (3) Given the product [CH3:1][O:2][C:3]([C:5]1[CH:6]=[C:7]2[C:11](=[CH:12][CH:13]=1)[N:10]([S:22]([C:15]1[C:16]([CH3:21])=[CH:17][C:18]([CH3:20])=[CH:19][C:14]=1[CH3:26])(=[O:24])=[O:23])[CH:9]=[CH:8]2)=[O:4], predict the reactants needed to synthesize it. The reactants are: [CH3:1][O:2][C:3]([C:5]1[CH:6]=[C:7]2[C:11](=[CH:12][CH:13]=1)[NH:10][CH:9]=[CH:8]2)=[O:4].[C:14]1([CH3:26])[CH:19]=[C:18]([CH3:20])[CH:17]=[C:16]([CH3:21])[C:15]=1[S:22](Cl)(=[O:24])=[O:23].[H-].[Na+]. (4) Given the product [CH3:24][O:23][C:20]1[N:19]=[C:18]([O:25][CH3:26])[C:17]([C:13]2[CH:12]=[C:11]([N:9]3[CH:10]=[C:6]([C:4]([C:32]4[S:33][C:29]([CH3:28])=[CH:30][N:31]=4)=[O:5])[N:7]=[CH:8]3)[CH:16]=[CH:15][CH:14]=2)=[CH:22][N:21]=1, predict the reactants needed to synthesize it. The reactants are: CON(C)[C:4]([C:6]1[N:7]=[CH:8][N:9]([C:11]2[CH:16]=[CH:15][CH:14]=[C:13]([C:17]3[C:18]([O:25][CH3:26])=[N:19][C:20]([O:23][CH3:24])=[N:21][CH:22]=3)[CH:12]=2)[CH:10]=1)=[O:5].[CH3:28][C:29]1[S:33][CH:32]=[N:31][CH:30]=1. (5) Given the product [F:3][C:4]1[CH:5]=[C:6]([C:13]2([C:14]([O:16][CH3:17])=[O:15])[CH2:20][CH2:19]2)[CH:7]=[C:8]([F:12])[C:9]=1[O:10][CH3:11], predict the reactants needed to synthesize it. The reactants are: [H-].[Na+].[F:3][C:4]1[CH:5]=[C:6]([CH2:13][C:14]([O:16][CH3:17])=[O:15])[CH:7]=[C:8]([F:12])[C:9]=1[O:10][CH3:11].Br[CH2:19][CH2:20]Br. (6) Given the product [CH3:1][C:2]1[CH:7]=[CH:6][C:5]([C:8]2[O:9][C:10]([CH3:13])=[N:11][N:12]=2)=[CH:4][C:3]=1[C:14]1[CH:15]=[CH:16][C:17]([C:20]([N:24]([CH3:23])[CH2:25][CH2:26][CH2:27][CH2:28][CH3:29])=[O:21])=[CH:18][CH:19]=1, predict the reactants needed to synthesize it. The reactants are: [CH3:1][C:2]1[CH:7]=[CH:6][C:5]([C:8]2[O:9][C:10]([CH3:13])=[N:11][N:12]=2)=[CH:4][C:3]=1[C:14]1[CH:19]=[CH:18][C:17]([C:20](O)=[O:21])=[CH:16][CH:15]=1.[CH3:23][NH:24][CH2:25][CH2:26][CH2:27][CH2:28][CH3:29]. (7) Given the product [CH3:41][C:2]1[CH:3]=[CH:4][CH:5]=[CH:6][C:1]=1[NH:7][C:8]([C:10]1[CH:11]=[CH:12][C:13]([C:16]2[CH:17]=[CH:18][C:19]([NH:22][C:23]([C:25]3[O:29][C:28]([N:30]4[CH2:35][CH2:34][CH2:33][CH:32]([CH3:36])[CH2:31]4)=[N:27][C:26]=3[C:37]([F:40])([F:39])[F:38])=[O:24])=[CH:20][CH:21]=2)=[CH:14][CH:15]=1)=[O:9], predict the reactants needed to synthesize it. The reactants are: [C:1]1([NH:7][C:8]([C:10]2[CH:15]=[CH:14][C:13]([C:16]3[CH:21]=[CH:20][C:19]([NH:22][C:23]([C:25]4[O:29][C:28]([N:30]5[CH2:35][CH2:34][CH2:33][CH:32]([CH3:36])[CH2:31]5)=[N:27][C:26]=4[C:37]([F:40])([F:39])[F:38])=[O:24])=[CH:18][CH:17]=3)=[CH:12][CH:11]=2)=[O:9])[CH:6]=[CH:5][CH:4]=[CH:3][CH:2]=1.[CH3:41]C1CCCN(C2OC(C(NC3C=CC(C4C=CC(C(O)=O)=CC=4)=CC=3)=O)=C(C(F)(F)F)N=2)C1.NC1C(C)=CC=CC=1. (8) Given the product [Cl:1][C:2]1[CH:3]=[C:4]([NH:9][C:10]([N:37]2[CH2:38][CH2:39][CH:34]([C:30]3[CH:31]=[CH:32][CH:33]=[C:28]([CH2:27][N:19]([C:20]([O:22][C:23]([CH3:26])([CH3:25])[CH3:24])=[O:21])[C:17]([O:16][C:12]([CH3:14])([CH3:15])[CH3:13])=[O:18])[CH:29]=3)[CH2:35][CH2:36]2)=[O:11])[CH:5]=[CH:6][C:7]=1[Cl:8], predict the reactants needed to synthesize it. The reactants are: [Cl:1][C:2]1[CH:3]=[C:4]([N:9]=[C:10]=[O:11])[CH:5]=[CH:6][C:7]=1[Cl:8].[C:12]([O:16][C:17]([N:19]([CH2:27][C:28]1[CH:29]=[C:30]([CH:34]2[CH2:39][CH2:38][NH:37][CH2:36][CH2:35]2)[CH:31]=[CH:32][CH:33]=1)[C:20]([O:22][C:23]([CH3:26])([CH3:25])[CH3:24])=[O:21])=[O:18])([CH3:15])([CH3:14])[CH3:13]. (9) Given the product [CH2:17]([N:16]([CH2:19][CH3:20])[CH2:15][CH2:14][CH2:13][NH:12][CH2:11][C:10]1[CH:9]=[C:8]([C:6]2[CH:5]=[CH:4][N:3]=[C:2]([NH:24][CH2:25][CH2:26][C:27]3[CH:32]=[CH:31][C:30]([OH:33])=[CH:29][CH:28]=3)[N:7]=2)[CH:23]=[CH:22][CH:21]=1)[CH3:18], predict the reactants needed to synthesize it. The reactants are: Cl[C:2]1[N:7]=[C:6]([C:8]2[CH:9]=[C:10]([CH:21]=[CH:22][CH:23]=2)[CH2:11][NH:12][CH2:13][CH2:14][CH2:15][N:16]([CH2:19][CH3:20])[CH2:17][CH3:18])[CH:5]=[CH:4][N:3]=1.[NH2:24][CH2:25][CH2:26][C:27]1[CH:32]=[CH:31][C:30]([OH:33])=[CH:29][CH:28]=1. (10) Given the product [F:1][C:2]1[CH:3]=[C:4]([NH:19][C:20]([CH:22]2[CH2:26][CH2:25][NH:24][C:23]2=[O:27])=[O:21])[CH:5]=[CH:6][C:7]=1[O:8][C:9]1[CH:14]=[CH:13][N:12]=[C:11]2[CH:15]=[C:16]([C:35]3[CH:36]=[CH:37][C:32]([C:30](=[O:31])[NH:29][CH3:28])=[CH:33][CH:34]=3)[S:17][C:10]=12, predict the reactants needed to synthesize it. The reactants are: [F:1][C:2]1[CH:3]=[C:4]([NH:19][C:20]([CH:22]2[CH2:26][CH2:25][NH:24][C:23]2=[O:27])=[O:21])[CH:5]=[CH:6][C:7]=1[O:8][C:9]1[CH:14]=[CH:13][N:12]=[C:11]2[CH:15]=[C:16](I)[S:17][C:10]=12.[CH3:28][NH:29][C:30]([C:32]1[CH:37]=[CH:36][C:35](B(O)O)=[CH:34][CH:33]=1)=[O:31].C([O-])([O-])=O.[Na+].[Na+].